The task is: Regression. Given a peptide amino acid sequence and an MHC pseudo amino acid sequence, predict their binding affinity value. This is MHC class I binding data.. This data is from Peptide-MHC class I binding affinity with 185,985 pairs from IEDB/IMGT. (1) The peptide sequence is AEGVVAFLI. The MHC is HLA-A02:03 with pseudo-sequence HLA-A02:03. The binding affinity (normalized) is 0.0847. (2) The peptide sequence is VKIPTHRHI. The MHC is HLA-A30:02 with pseudo-sequence HLA-A30:02. The binding affinity (normalized) is 0.